From a dataset of Forward reaction prediction with 1.9M reactions from USPTO patents (1976-2016). Predict the product of the given reaction. (1) Given the reactants [CH3:1][O:2][C:3]([N:5]([CH3:14])[CH2:6][CH2:7][CH2:8][CH2:9][CH2:10][C:11]([OH:13])=[O:12])=[O:4].[F:15][C:16]1[CH:17]=[C:18]([N:35]2[CH2:39][C@H:38]([CH2:40][N:41]3[CH:45]=[CH:44][N:43]=[N:42]3)[O:37][C:36]2=[O:46])[CH:19]=[CH:20][C:21]=1[C:22]1[CH:23]=[N:24][C:25]([C:28]2[CH2:32][C@@H:31]([CH2:33]O)[O:30][N:29]=2)=[CH:26][CH:27]=1.Cl.CN(C)CCCN=C=NCC, predict the reaction product. The product is: [CH3:1][O:2][C:3]([N:5]([CH3:14])[CH2:6][CH2:7][CH2:8][CH2:9][CH2:10][C:11]([O:13][CH2:33][C@H:31]1[O:30][N:29]=[C:28]([C:25]2[CH:26]=[CH:27][C:22]([C:21]3[CH:20]=[CH:19][C:18]([N:35]4[CH2:39][C@H:38]([CH2:40][N:41]5[CH:45]=[CH:44][N:43]=[N:42]5)[O:37][C:36]4=[O:46])=[CH:17][C:16]=3[F:15])=[CH:23][N:24]=2)[CH2:32]1)=[O:12])=[O:4]. (2) Given the reactants [N+:1]([O-:4])(O)=[O:2].[CH2:5]([C:21]1[C:26](=[O:27])[CH:25]=[C:24]([CH3:28])[NH:23][C:22]=1[CH3:29])[CH2:6][CH2:7][CH2:8][CH2:9][CH2:10][CH2:11][CH2:12][CH2:13][CH2:14][CH2:15][CH2:16][CH2:17][CH2:18][CH2:19][CH3:20].C(=O)([O-])[O-].[Na+].[Na+], predict the reaction product. The product is: [CH2:5]([C:21]1[C:26](=[O:27])[C:25]([N+:1]([O-:4])=[O:2])=[C:24]([CH3:28])[NH:23][C:22]=1[CH3:29])[CH2:6][CH2:7][CH2:8][CH2:9][CH2:10][CH2:11][CH2:12][CH2:13][CH2:14][CH2:15][CH2:16][CH2:17][CH2:18][CH2:19][CH3:20]. (3) Given the reactants [Br:1][C:2]1[CH:7]=[C:6]([CH3:8])[C:5]([C:9]2[C:13]3[N:14]=[C:15]([CH3:28])[N:16]=[C:17]([N:18]4[CH2:23][CH2:22][CH:21]([CH2:24][C:25]([OH:27])=[O:26])[CH2:20][CH2:19]4)[C:12]=3[S:11][C:10]=2[CH3:29])=[C:4]([CH3:30])[CH:3]=1.I[CH2:32][CH3:33].C([O-])([O-])=O.[K+].[K+].O, predict the reaction product. The product is: [CH2:32]([O:26][C:25](=[O:27])[CH2:24][CH:21]1[CH2:20][CH2:19][N:18]([C:17]2[C:12]3[S:11][C:10]([CH3:29])=[C:9]([C:5]4[C:6]([CH3:8])=[CH:7][C:2]([Br:1])=[CH:3][C:4]=4[CH3:30])[C:13]=3[N:14]=[C:15]([CH3:28])[N:16]=2)[CH2:23][CH2:22]1)[CH3:33]. (4) Given the reactants [OH:1][C:2]1[CH:10]=[CH:9][C:5]([C:6]([OH:8])=O)=[CH:4][CH:3]=1.[Cl:11][C:12]1[NH:20][C:19]2[C:18](=[O:21])[N:17]([CH2:22][CH2:23][CH2:24][CH2:25]/[C:26](=[N:29]/[H])/[NH:27]O)[C:16](=[O:31])[N:15]([CH2:32][CH2:33][CH3:34])[C:14]=2[N:13]=1.ClC1NC2C(=O)N(CCCC/C(=N/[H])/NO)C(=O)N(CCCCC)C=2N=1, predict the reaction product. The product is: [Cl:11][C:12]1[NH:20][C:19]2[C:18](=[O:21])[N:17]([CH2:22][CH2:23][CH2:24][CH2:25][C:26]3[N:27]=[C:6]([C:5]4[CH:4]=[CH:3][C:2]([OH:1])=[CH:10][CH:9]=4)[O:8][N:29]=3)[C:16](=[O:31])[N:15]([CH2:32][CH2:33][CH3:34])[C:14]=2[N:13]=1. (5) The product is: [C:1]([O:10][CH2:20][CH2:19][CH2:18][CH2:17][CH2:16][CH2:15][CH2:14][CH2:13][CH:12]=[CH2:11])(=[O:9])[CH2:2][CH2:3][CH2:4][CH2:5][CH2:6][CH:7]=[CH2:8]. Given the reactants [C:1]([OH:10])(=[O:9])[CH2:2][CH2:3][CH2:4][CH2:5][CH2:6][CH:7]=[CH2:8].[CH2:11](O)[CH2:12][CH2:13][CH2:14][CH2:15][CH2:16][CH2:17][CH2:18][CH:19]=[CH2:20], predict the reaction product.